From a dataset of Reaction yield outcomes from USPTO patents with 853,638 reactions. Predict the reaction yield, written as a fraction of the theoretical maximum amount of product (1.0 means a 100% yield; for example, 0.34 means a 34% yield). (1) The reactants are [Cl:1][C:2]1[C:11]([CH:12]=[O:13])=[CH:10][C:9]2[C:4](=[CH:5][CH:6]=[CH:7][CH:8]=2)[N:3]=1.[BH4-].[Na+]. The catalyst is C(O)C. The product is [Cl:1][C:2]1[C:11]([CH2:12][OH:13])=[CH:10][C:9]2[C:4](=[CH:5][CH:6]=[CH:7][CH:8]=2)[N:3]=1. The yield is 0.950. (2) The catalyst is CN(C)C=O. The reactants are [F:1][C:2]1[C:7]([F:8])=[CH:6][C:5]([C:9]2[CH:14]=[CH:13][C:12]([O:15][CH2:16][C:17]3[CH:25]=[C:24]4[C:20]([CH:21]=[CH:22][NH:23]4)=[CH:19][CH:18]=3)=[CH:11][CH:10]=2)=[C:4]([O:26][CH3:27])[CH:3]=1.[H-].[Na+].C([O:32][C:33](=[O:37])/[CH:34]=[CH:35]/[CH3:36])C. The product is [F:1][C:2]1[C:7]([F:8])=[CH:6][C:5]([C:9]2[CH:14]=[CH:13][C:12]([O:15][CH2:16][C:17]3[CH:25]=[C:24]4[C:20]([CH:21]=[CH:22][N:23]4[CH:35]([CH3:36])[CH2:34][C:33]([OH:37])=[O:32])=[CH:19][CH:18]=3)=[CH:11][CH:10]=2)=[C:4]([O:26][CH3:27])[CH:3]=1. The yield is 0.0600. (3) The catalyst is O. The yield is 0.820. The product is [C:15]([C:14]1[CH:18]=[C:19]2[C:11](=[CH:12][CH:13]=1)[C:10](=[O:21])[O:20][CH2:22]2)([OH:17])=[O:16]. The reactants are OS(O)(=O)=O.O=S(=O)=O.[C:10]([OH:21])(=[O:20])[C:11]1[CH:19]=[CH:18][C:14]([C:15]([OH:17])=[O:16])=[CH:13][CH:12]=1.[CH2:22]=O. (4) The reactants are O[C:2]1([C:12]2[CH:17]=[CH:16][CH:15]=[CH:14][CH:13]=2)[C:10]2[C:5](=[CH:6][CH:7]=[CH:8][CH:9]=2)[NH:4][C:3]1=[O:11].[C:18]([C:22]1[CH:27]=[CH:26][C:25]([S:28]([NH:31][C:32]2[CH:37]=[CH:36][C:35]([CH3:38])=[C:34]([OH:39])[CH:33]=2)(=[O:30])=[O:29])=[CH:24][CH:23]=1)([CH3:21])([CH3:20])[CH3:19].C1(C)C=CC(S(O)(=O)=O)=CC=1. The catalyst is ClC(Cl)C. The product is [C:18]([C:22]1[CH:27]=[CH:26][C:25]([S:28]([NH:31][C:32]2[CH:33]=[C:34]([OH:39])[C:35]([CH3:38])=[CH:36][C:37]=2[C:2]2([C:12]3[CH:17]=[CH:16][CH:15]=[CH:14][CH:13]=3)[C:10]3[C:5](=[CH:6][CH:7]=[CH:8][CH:9]=3)[NH:4][C:3]2=[O:11])(=[O:30])=[O:29])=[CH:24][CH:23]=1)([CH3:21])([CH3:20])[CH3:19]. The yield is 0.880.